From a dataset of Full USPTO retrosynthesis dataset with 1.9M reactions from patents (1976-2016). Predict the reactants needed to synthesize the given product. (1) The reactants are: [Cl:1][C:2]1[CH:3]=[C:4]([C:9]2[CH:14]=[CH:13][C:12]([C:15]3([C:18]#N)[CH2:17][CH2:16]3)=[CH:11][C:10]=2[F:20])[CH:5]=[CH:6][C:7]=1[Cl:8].[OH-:21].[K+].Cl.C[OH:25]. Given the product [Cl:1][C:2]1[CH:3]=[C:4]([C:9]2[CH:14]=[CH:13][C:12]([C:15]3([C:18]([OH:25])=[O:21])[CH2:17][CH2:16]3)=[CH:11][C:10]=2[F:20])[CH:5]=[CH:6][C:7]=1[Cl:8], predict the reactants needed to synthesize it. (2) Given the product [N+:8]([C:6]1[CH:5]=[CH:4][C:3]2[O:11][C:12](=[O:13])[NH:1][C:2]=2[CH:7]=1)([O-:10])=[O:9], predict the reactants needed to synthesize it. The reactants are: [NH2:1][C:2]1[CH:7]=[C:6]([N+:8]([O-:10])=[O:9])[CH:5]=[CH:4][C:3]=1[OH:11].[C:12](N1C=CN=C1)(N1C=CN=C1)=[O:13].O. (3) The reactants are: [N:1]1[C:10]2[C:5](=[N:6][CH:7]=[CH:8][CH:9]=2)[CH:4]=[CH:3][C:2]=1[CH:11]=O.[CH3:13][C:14]1[C:22]2[C:17](=[CH:18][CH:19]=[CH:20][CH:21]=2)[N:16]([CH2:23][CH2:24][C:25]([NH:27][NH2:28])=[O:26])[CH:15]=1. Given the product [N:1]1[C:10]2[C:5](=[N:6][CH:7]=[CH:8][CH:9]=2)[CH:4]=[CH:3][C:2]=1[CH:11]=[N:28][NH:27][C:25](=[O:26])[CH2:24][CH2:23][N:16]1[C:17]2[C:22](=[CH:21][CH:20]=[CH:19][CH:18]=2)[C:14]([CH3:13])=[CH:15]1, predict the reactants needed to synthesize it. (4) Given the product [ClH:1].[Cl:11][C:6]1[N:5]=[CH:4][N:3]=[C:2]([NH:16][C:15]2[CH:17]=[CH:18][C:19]([O:20][C:21]3[CH:22]=[N:23][C:24]([CH3:27])=[CH:25][CH:26]=3)=[C:13]([CH3:12])[CH:14]=2)[C:7]=1[N+:8]([O-:10])=[O:9], predict the reactants needed to synthesize it. The reactants are: [Cl:1][C:2]1[C:7]([N+:8]([O-:10])=[O:9])=[C:6]([Cl:11])[N:5]=[CH:4][N:3]=1.[CH3:12][C:13]1[CH:14]=[C:15]([CH:17]=[CH:18][C:19]=1[O:20][C:21]1[CH:22]=[N:23][C:24]([CH3:27])=[CH:25][CH:26]=1)[NH2:16].